This data is from Reaction yield outcomes from USPTO patents with 853,638 reactions. The task is: Predict the reaction yield, written as a fraction of the theoretical maximum amount of product (1.0 means a 100% yield; for example, 0.34 means a 34% yield). (1) The reactants are Cl.Cl.[NH:3]([C:5]1[C:14]2[C:9](=[CH:10][CH:11]=[CH:12][CH:13]=2)[N:8]=[C:7]([CH3:15])[N:6]=1)[NH2:4].C(N(CC)CC)C.[CH3:23][C:24]([C:26]1[CH:31]=[CH:30][C:29]([O:32][CH3:33])=[CH:28][CH:27]=1)=O. The catalyst is C(O)C. The product is [CH3:33][O:32][C:29]1[CH:30]=[CH:31][C:26]([C:24](=[N:4][NH:3][C:5]2[C:14]3[C:9](=[CH:10][CH:11]=[CH:12][CH:13]=3)[N:8]=[C:7]([CH3:15])[N:6]=2)[CH3:23])=[CH:27][CH:28]=1. The yield is 0.360. (2) The reactants are [F:1][C:2]([F:12])([F:11])[O:3][C:4]1[CH:5]=[C:6]([OH:10])[CH:7]=[CH:8][CH:9]=1.Cl[C:14]1[CH:19]=[C:18]([CH3:20])[N:17]=[C:16]([NH:21][C:22]2[CH:27]=[CH:26][C:25]([N:28]3[CH:32]=[C:31]([CH3:33])[N:30]=[CH:29]3)=[C:24]([O:34][CH3:35])[CH:23]=2)[N:15]=1. No catalyst specified. The product is [CH3:35][O:34][C:24]1[CH:23]=[C:22]([NH:21][C:16]2[N:17]=[C:18]([CH3:20])[CH:19]=[C:14]([O:10][C:6]3[CH:7]=[CH:8][CH:9]=[C:4]([O:3][C:2]([F:11])([F:12])[F:1])[CH:5]=3)[N:15]=2)[CH:27]=[CH:26][C:25]=1[N:28]1[CH:32]=[C:31]([CH3:33])[N:30]=[CH:29]1. The yield is 0.950. (3) The reactants are [F:1][C:2]([F:24])([F:23])[C:3]1[CH:8]=[CH:7][C:6]([CH:9]2[CH2:14][CH:13]([C:15]([O:17]C)=[O:16])[CH2:12][CH2:11][N:10]2[C:19]([O:21][CH3:22])=[O:20])=[CH:5][CH:4]=1.[Br-].[Li+].C(N(CC)CC)C.CC(OC)(C)C. The catalyst is C(#N)C.O. The product is [CH3:22][O:21][C:19]([N:10]1[CH2:11][CH2:12][CH:13]([C:15]([OH:17])=[O:16])[CH2:14][CH:9]1[C:6]1[CH:5]=[CH:4][C:3]([C:2]([F:24])([F:1])[F:23])=[CH:8][CH:7]=1)=[O:20]. The yield is 0.990. (4) The reactants are C(O[C:4](=[O:30])[C@H:5]([O:7][C:8]1[CH:29]=[CH:28][C:11]2[C:12]3[N:16]([CH2:17][CH2:18][O:19][C:10]=2[CH:9]=1)[CH:15]=[C:14]([C:20]1[N:21]([CH:25]([CH3:27])[CH3:26])[N:22]=[CH:23][N:24]=1)[N:13]=3)[CH3:6])C.O.[OH-].[Li+].Cl.C[N:36](C(ON1N=NC2C=CC=NC1=2)=[N+](C)C)C.F[P-](F)(F)(F)(F)F.[Cl-].[NH4+].C(N(CC)CC)C. The catalyst is CO.O. The product is [CH:25]([N:21]1[C:20]([C:14]2[N:13]=[C:12]3[C:11]4[CH:28]=[CH:29][C:8]([O:7][C@H:5]([CH3:6])[C:4]([NH2:36])=[O:30])=[CH:9][C:10]=4[O:19][CH2:18][CH2:17][N:16]3[CH:15]=2)=[N:24][CH:23]=[N:22]1)([CH3:26])[CH3:27]. The yield is 0.260. (5) The reactants are [OH:1][C:2]1[CH:3]=[C:4]([CH3:8])[CH:5]=[CH:6][CH:7]=1.[F:9][C:10]([F:16])([CH:13]([F:15])[F:14])[CH2:11]I.C(=O)([O-])[O-].[K+].[K+]. The catalyst is CN(C)C=O.O. The product is [F:9][C:10]([F:16])([CH:13]([F:15])[F:14])[CH2:11][O:1][C:2]1[CH:3]=[C:4]([CH3:8])[CH:5]=[CH:6][CH:7]=1. The yield is 0.970. (6) The yield is 0.810. No catalyst specified. The product is [C:1]1([O:7][C:8](=[O:18])[NH:9][C:10]2[S:14][N:13]=[C:12]([SH:15])[C:11]=2[C:16](=[O:34])[NH2:17])[CH:2]=[CH:3][CH:4]=[CH:5][CH:6]=1. The reactants are [C:1]1([O:7][C:8](=[O:18])[NH:9][C:10]2[S:14][N:13]=[C:12]([SH:15])[C:11]=2[C:16]#[N:17])[CH:6]=[CH:5][CH:4]=[CH:3][CH:2]=1.C(C1C=C(C)C=C(C(C)(C)C)C=1[OH:34])(C)(C)C.S(=O)(=O)(O)O.[BH4-].[Na+].Cl.